From a dataset of Full USPTO retrosynthesis dataset with 1.9M reactions from patents (1976-2016). Predict the reactants needed to synthesize the given product. (1) Given the product [CH3:1][C:2]1([CH2:14][C:15]([OH:17])=[O:16])[C:6](=[O:7])[N:5]([CH2:8][C:9]([F:11])([F:10])[F:12])[C:4](=[O:13])[NH:3]1, predict the reactants needed to synthesize it. The reactants are: [CH3:1][C:2]1([CH2:14][C:15]([O:17]C(C)(C)C)=[O:16])[C:6](=[O:7])[N:5]([CH2:8][C:9]([F:12])([F:11])[F:10])[C:4](=[O:13])[NH:3]1.C(O)(C(F)(F)F)=O. (2) Given the product [CH3:9][C:8]1[N:7]=[C:6]2[NH:10][CH:15]=[CH:14][C:5]2=[CH:4][C:3]=1[C:1]#[N:2], predict the reactants needed to synthesize it. The reactants are: [C:1]([C:3]1[CH:4]=[C:5]([C:14]#[C:15][Si](C)(C)C)[C:6]([NH:10]C(=O)C)=[N:7][C:8]=1[CH3:9])#[N:2].O1CCCC1.CCCC[N+](CCCC)(CCCC)CCCC.[F-]. (3) Given the product [CH:14]1([C:12]([C:6]2[CH:7]=[N:8][C:9]3[C:4]([C:5]=2[NH:17][C:18]2[CH:23]=[CH:22][CH:21]=[C:20]([CH2:24][CH2:25][N:26]4[CH2:27][CH2:28][N:29]([CH3:32])[CH2:30][CH2:31]4)[CH:19]=2)=[CH:3][C:2]([C:38]2[CH:39]=[C:34]([Cl:33])[C:35]([OH:50])=[C:36]([Cl:49])[CH:37]=2)=[CH:11][CH:10]=3)=[O:13])[CH2:15][CH2:16]1, predict the reactants needed to synthesize it. The reactants are: Br[C:2]1[CH:3]=[C:4]2[C:9](=[CH:10][CH:11]=1)[N:8]=[CH:7][C:6]([C:12]([CH:14]1[CH2:16][CH2:15]1)=[O:13])=[C:5]2[NH:17][C:18]1[CH:23]=[CH:22][CH:21]=[C:20]([CH2:24][CH2:25][N:26]2[CH2:31][CH2:30][N:29]([CH3:32])[CH2:28][CH2:27]2)[CH:19]=1.[Cl:33][C:34]1[CH:39]=[C:38](B2OC(C)(C)C(C)(C)O2)[CH:37]=[C:36]([Cl:49])[C:35]=1[OH:50]. (4) Given the product [F:11][C:8]1[C:9]([F:10])=[C:2]2[C:3]([CH:4]=[N:12][NH:13]2)=[CH:6][CH:7]=1, predict the reactants needed to synthesize it. The reactants are: F[C:2]1[C:9]([F:10])=[C:8]([F:11])[CH:7]=[CH:6][C:3]=1[CH:4]=O.[NH2:12][NH2:13]. (5) Given the product [CH3:15][O:16][C:17]1[CH:24]=[CH:23][C:20]([CH2:21][N:3]2[C:4](=[O:12])[CH2:5][CH:6]([C:7]([O:9][CH2:10][CH3:11])=[O:8])[CH:2]2[CH3:1])=[CH:19][CH:18]=1, predict the reactants needed to synthesize it. The reactants are: [CH3:1][CH:2]1[CH:6]([C:7]([O:9][CH2:10][CH3:11])=[O:8])[CH2:5][C:4](=[O:12])[NH:3]1.[H-].[Na+].[CH3:15][O:16][C:17]1[CH:24]=[CH:23][C:20]([CH2:21]Cl)=[CH:19][CH:18]=1.[I-].C([NH3+])(C)(C)C. (6) Given the product [CH3:1][S:2][C:3]1[C:4]([CH2:5][NH2:6])=[CH:7][CH:8]=[CH:9][N:10]=1, predict the reactants needed to synthesize it. The reactants are: [CH3:1][S:2][C:3]1[N:10]=[CH:9][CH:8]=[CH:7][C:4]=1[C:5]#[N:6].[BH4-].[Na+]. (7) Given the product [CH3:1][O:2][C:3]1[CH:4]=[C:5]([CH:42]=[C:43]([OH:47])[C:44]=1[O:45][CH3:46])[C:6]([N:8]1[CH2:12][CH2:11][C:10]([CH2:19][CH2:20][N:21]2[CH2:27][CH2:26][CH2:25][N:24]([C:28]3[N:32]([CH2:33][CH2:34][O:35][CH2:36][CH3:37])[C:31]4[CH:38]=[CH:39][CH:40]=[CH:41][C:30]=4[N:29]=3)[CH2:23][CH2:22]2)([C:13]2[CH:14]=[CH:15][CH:16]=[CH:17][CH:18]=2)[CH2:9]1)=[O:7], predict the reactants needed to synthesize it. The reactants are: [CH3:1][O:2][C:3]1[CH:4]=[C:5]([CH:42]=[C:43]([O:47]S(C)(=O)=O)[C:44]=1[O:45][CH3:46])[C:6]([N:8]1[CH2:12][CH2:11][C:10]([CH2:19][CH2:20][N:21]2[CH2:27][CH2:26][CH2:25][N:24]([C:28]3[N:32]([CH2:33][CH2:34][O:35][CH2:36][CH3:37])[C:31]4[CH:38]=[CH:39][CH:40]=[CH:41][C:30]=4[N:29]=3)[CH2:23][CH2:22]2)([C:13]2[CH:18]=[CH:17][CH:16]=[CH:15][CH:14]=2)[CH2:9]1)=[O:7].C(=O)([O-])[O-].[K+].[K+].[OH-].[Na+].Cl.O1CCOCC1.